Regression. Given two drug SMILES strings and cell line genomic features, predict the synergy score measuring deviation from expected non-interaction effect. From a dataset of NCI-60 drug combinations with 297,098 pairs across 59 cell lines. Drug 1: CC(C1=C(C=CC(=C1Cl)F)Cl)OC2=C(N=CC(=C2)C3=CN(N=C3)C4CCNCC4)N. Drug 2: CC1=C(C(=CC=C1)Cl)NC(=O)C2=CN=C(S2)NC3=CC(=NC(=N3)C)N4CCN(CC4)CCO. Cell line: UO-31. Synergy scores: CSS=32.6, Synergy_ZIP=-0.567, Synergy_Bliss=9.51, Synergy_Loewe=10.9, Synergy_HSA=11.1.